Dataset: Full USPTO retrosynthesis dataset with 1.9M reactions from patents (1976-2016). Task: Predict the reactants needed to synthesize the given product. (1) The reactants are: [CH2:1]([O:3][C:4](=[O:13])[CH2:5][C:6]1[N:7]=[N:8][C:9]([Cl:12])=[CH:10][CH:11]=1)[CH3:2].Br[CH2:15][CH2:16]Br. Given the product [CH2:1]([O:3][C:4]([C:5]1([C:6]2[N:7]=[N:8][C:9]([Cl:12])=[CH:10][CH:11]=2)[CH2:16][CH2:15]1)=[O:13])[CH3:2], predict the reactants needed to synthesize it. (2) Given the product [NH2:56][C:45]1[CH:44]=[C:43]([C:35]2[N:34]=[C:33]([CH:29]3[CH2:32][CH2:31][CH2:30]3)[N:37]3[CH:38]=[CH:39][N:40]=[C:41]([NH2:42])[C:36]=23)[CH:48]=[CH:47][C:46]=1[O:49][C:50]1[CH:51]=[CH:52][CH:53]=[CH:54][CH:55]=1, predict the reactants needed to synthesize it. The reactants are: NC1C=C(C=CC=1)OC1C=CC(C2N=C(C3CCC3)N3C=CN=C(N)C=23)=CC=1.[CH:29]1([C:33]2[N:37]3[CH:38]=[CH:39][N:40]=[C:41]([NH2:42])[C:36]3=[C:35]([C:43]3[CH:48]=[CH:47][C:46]([O:49][C:50]4[CH:55]=[CH:54][CH:53]=[CH:52][CH:51]=4)=[C:45]([N+:56]([O-])=O)[CH:44]=3)[N:34]=2)[CH2:32][CH2:31][CH2:30]1. (3) Given the product [N:22]1([CH2:26][C:27]2[CH:28]=[C:29]([CH:60]=[C:61]([Cl:63])[CH:62]=2)[CH2:30][N:31]2[C:35]3[CH:36]=[CH:37][C:38]4[N:39]([C:40]([CH3:43])=[N:41][N:42]=4)[C:34]=3[CH:33]=[C:32]2[C:44]([OH:46])=[O:45])[CH2:25][CH2:24][CH2:23]1, predict the reactants needed to synthesize it. The reactants are: FC(F)(F)C(O)=O.FC(F)(F)C(O)=O.FC(F)(F)C(O)=O.[N:22]1([CH2:26][C:27]2[CH:28]=[C:29]([CH:60]=[C:61]([Cl:63])[CH:62]=2)[CH2:30][N:31]2[C:35]3[CH:36]=[CH:37][C:38]4[N:39]([C:40]([CH3:43])=[N:41][N:42]=4)[C:34]=3[CH:33]=[C:32]2[C:44]([O:46]CC2C=C(Cl)C=C(CN3CCC3)C=2)=[O:45])[CH2:25][CH2:24][CH2:23]1.[OH-].[Na+].O.CC#N. (4) Given the product [CH2:13]([O:12][C:5]1[C:6]2[CH2:7][CH2:8][CH2:9][CH2:10][C:11]=2[C:2]([B:25]([OH:29])[OH:26])=[CH:3][CH:4]=1)[C:14]1[CH:19]=[CH:18][CH:17]=[CH:16][CH:15]=1, predict the reactants needed to synthesize it. The reactants are: Br[C:2]1[C:11]2[C:6](=[CH:7][CH:8]=[CH:9][CH:10]=2)[C:5]([O:12][CH2:13][C:14]2[CH:19]=[CH:18][CH:17]=[CH:16][CH:15]=2)=[CH:4][CH:3]=1.C([Li])CCC.[B:25](OCC)([O:29]CC)[O:26]CC.